Dataset: Forward reaction prediction with 1.9M reactions from USPTO patents (1976-2016). Task: Predict the product of the given reaction. (1) Given the reactants [O:1]=[C:2]1[C:7]2[CH:8]=[CH:9][CH:10]=[CH:11][C:6]=2[S:5][C:4]([C:12]2[N:17]=[C:16]([CH2:18][CH2:19][NH:20]C(=O)OC(C)(C)C)[CH:15]=[CH:14][CH:13]=2)=[N:3]1.[F:28][C:29]([F:34])([F:33])[C:30]([OH:32])=[O:31], predict the reaction product. The product is: [F:28][C:29]([F:34])([F:33])[C:30]([OH:32])=[O:31].[NH2:20][CH2:19][CH2:18][C:16]1[N:17]=[C:12]([C:4]2[S:5][C:6]3[CH:11]=[CH:10][CH:9]=[CH:8][C:7]=3[C:2](=[O:1])[N:3]=2)[CH:13]=[CH:14][CH:15]=1. (2) Given the reactants C(N=C(N(C)C)N(C)C)(C)(C)C.[I:13][C:14]1[C:22]2[C:17](=[CH:18][CH:19]=[CH:20][C:21]=2[N+:23]([O-:25])=[O:24])[NH:16][N:15]=1.Br.Br[CH2:28][CH2:29][C:30]1[CH:35]=[CH:34][CH:33]=[CH:32][N:31]=1, predict the reaction product. The product is: [I:13][C:14]1[C:22]2[C:17](=[CH:18][CH:19]=[CH:20][C:21]=2[N+:23]([O-:25])=[O:24])[N:16]([CH2:28][CH2:29][C:30]2[CH:35]=[CH:34][CH:33]=[CH:32][N:31]=2)[N:15]=1.